This data is from Reaction yield outcomes from USPTO patents with 853,638 reactions. The task is: Predict the reaction yield, written as a fraction of the theoretical maximum amount of product (1.0 means a 100% yield; for example, 0.34 means a 34% yield). (1) The reactants are C[Al](C)C.CCCCCC.[CH2:11]([N:13]1[CH2:18][CH2:17][NH:16][CH2:15][CH2:14]1)[CH3:12].[Cl:19][C:20]1[CH:21]=[C:22]([NH:35][C:36]2[C:37]3[C:44]4[CH:45]=[CH:46][C:47](/[CH:49]=[CH:50]/[C:51]([O:53]C)=O)=[CH:48][C:43]=4[S:42][C:38]=3[N:39]=[CH:40][N:41]=2)[CH:23]=[CH:24][C:25]=1[O:26][CH2:27][C:28]1[CH:33]=[CH:32][CH:31]=[C:30]([F:34])[CH:29]=1.[NH4+].[Cl-]. The catalyst is C1(C)C=CC=CC=1.CCOC(C)=O. The product is [Cl:19][C:20]1[CH:21]=[C:22]([NH:35][C:36]2[C:37]3[C:44]4[CH:45]=[CH:46][C:47](/[CH:49]=[CH:50]/[C:51]([N:16]5[CH2:17][CH2:18][N:13]([CH2:11][CH3:12])[CH2:14][CH2:15]5)=[O:53])=[CH:48][C:43]=4[S:42][C:38]=3[N:39]=[CH:40][N:41]=2)[CH:23]=[CH:24][C:25]=1[O:26][CH2:27][C:28]1[CH:33]=[CH:32][CH:31]=[C:30]([F:34])[CH:29]=1. The yield is 0.860. (2) The reactants are [C:1]([C:5]1[N:9]([CH2:10][CH:11]2[CH2:16][CH2:15][O:14][CH2:13][CH2:12]2)[C:8]2[CH:17]=[CH:18][C:19]([S:21](Cl)(=[O:23])=[O:22])=[CH:20][C:7]=2[N:6]=1)([CH3:4])([CH3:3])[CH3:2].[CH:25]1([C:28]2[CH:32]=[CH:31][NH:30][N:29]=2)[CH2:27][CH2:26]1. The catalyst is CN(C1C=CN=CC=1)C.CC#N. The product is [C:1]([C:5]1[N:9]([CH2:10][CH:11]2[CH2:16][CH2:15][O:14][CH2:13][CH2:12]2)[C:8]2[CH:17]=[CH:18][C:19]([S:21]([N:30]3[CH:31]=[CH:32][C:28]([CH:25]4[CH2:27][CH2:26]4)=[N:29]3)(=[O:23])=[O:22])=[CH:20][C:7]=2[N:6]=1)([CH3:4])([CH3:3])[CH3:2]. The yield is 0.270. (3) The reactants are [CH3:1][CH:2]([CH3:28])[CH2:3][C@H:4]([C:20]1([C:25]([NH2:27])=[O:26])[CH2:24][CH:23]=[CH:22][CH2:21]1)[C:5](=[O:19])[NH:6][CH:7]1[C:13](=[O:14])[NH:12][C:11]2[CH:15]=[CH:16][CH:17]=[CH:18][C:10]=2[CH2:9][CH2:8]1.C([O-])([O-])=O.[K+].[K+].[F:35][C:36]1[CH:50]=[CH:49][CH:48]=[CH:47][C:37]=1[O:38][C:39]1[CH:40]=[C:41]([CH:44]=[CH:45][CH:46]=1)[CH2:42]Br. The catalyst is CC#N. The product is [F:35][C:36]1[CH:50]=[CH:49][CH:48]=[CH:47][C:37]=1[O:38][C:39]1[CH:40]=[C:41]([CH:44]=[CH:45][CH:46]=1)[CH2:42][N:12]1[C:13](=[O:14])[CH:7]([NH:6][C:5]([CH:4]([C:20]2([C:25]([NH2:27])=[O:26])[CH2:21][CH:22]=[CH:23][CH2:24]2)[CH2:3][CH:2]([CH3:28])[CH3:1])=[O:19])[CH2:8][CH2:9][C:10]2[CH:18]=[CH:17][CH:16]=[CH:15][C:11]1=2. The yield is 0.770. (4) The reactants are [CH2:1]([NH:3][C:4](=[O:41])[NH:5][C:6]1[N:11]=[CH:10][C:9]([C:12]2[CH:13]=[C:14]3[C:19](=[CH:20][CH:21]=2)[N:18]([C@@H:22]([CH3:25])[CH2:23][OH:24])[CH:17]=[C:16]([C:26]([O:28]CC)=[O:27])[C:15]3=[O:31])=[C:8]([C:32]2[S:33][CH:34]=[C:35]([C:37]([F:40])([F:39])[F:38])[N:36]=2)[CH:7]=1)[CH3:2].[OH-].[Li+].Cl. The catalyst is O1CCCC1.CO.O. The product is [CH2:1]([NH:3][C:4](=[O:41])[NH:5][C:6]1[N:11]=[CH:10][C:9]([C:12]2[CH:13]=[C:14]3[C:19](=[CH:20][CH:21]=2)[N:18]([C@@H:22]([CH3:25])[CH2:23][OH:24])[CH:17]=[C:16]([C:26]([OH:28])=[O:27])[C:15]3=[O:31])=[C:8]([C:32]2[S:33][CH:34]=[C:35]([C:37]([F:39])([F:40])[F:38])[N:36]=2)[CH:7]=1)[CH3:2]. The yield is 0.480. (5) The reactants are O[CH2:2][C:3]1[N:7]([CH2:8][C:9]([O:11][CH2:12][CH3:13])=[O:10])[N:6]=[C:5]([N+:14]([O-:16])=[O:15])[CH:4]=1.O=S(Cl)[Cl:19]. The catalyst is C(Cl)(Cl)Cl. The product is [Cl:19][CH2:2][C:3]1[N:7]([CH2:8][C:9]([O:11][CH2:12][CH3:13])=[O:10])[N:6]=[C:5]([N+:14]([O-:16])=[O:15])[CH:4]=1. The yield is 0.680. (6) The reactants are ClC(Cl)C.[NH2:5][N:6]1[CH2:11][CH2:10][O:9][CH2:8][CH2:7]1.C([C@@H]1COC(=O)N1[C:25](=[O:47])[C@H:26]([CH2:30][C:31]1[C:36]([Cl:37])=[CH:35][C:34]([O:38][CH2:39][C:40]2[CH:45]=[CH:44][CH:43]=[CH:42][CH:41]=2)=[CH:33][C:32]=1[Cl:46])[CH2:27][CH:28]=O)C1C=CC=CC=1.C(O[BH-](OC(=O)C)OC(=O)C)(=O)C.[Na+]. The catalyst is ClCCl. The product is [CH2:39]([O:38][C:34]1[CH:33]=[C:32]([Cl:46])[C:31]([CH2:30][C@@H:26]2[CH2:27][CH2:28][N:5]([N:6]3[CH2:11][CH2:10][O:9][CH2:8][CH2:7]3)[C:25]2=[O:47])=[C:36]([Cl:37])[CH:35]=1)[C:40]1[CH:41]=[CH:42][CH:43]=[CH:44][CH:45]=1. The yield is 0.800. (7) The reactants are [CH3:1][O:2][C:3]1[CH:4]=[C:5]2[C:10](=[CH:11][CH:12]=1)[C@@H:9]([CH2:13][CH2:14]O)[NH:8][CH2:7][CH2:6]2.[F:16][C:17]([F:22])([F:21])[C:18]([NH2:20])=[O:19].C(Br)(Br)(Br)[Br:24].C1(P(C2C=CC=CC=2)C2C=CC=CC=2)C=CC=CC=1. The catalyst is ClCCl. The product is [CH3:1][O:2][C:3]1[CH:4]=[C:5]2[C:10](=[CH:11][CH:12]=1)[C@@H:9]([CH2:13][CH2:14][Br:24])[NH:8][CH2:7][CH2:6]2.[F:16][C:17]([F:22])([F:21])[C:18]([NH2:20])=[O:19]. The yield is 0.980. (8) The reactants are N[C@]12CC[C@@H](C(C)=C)[C@@H]1[C@@H]1[C@@](C)(CC2)[C@@]2(C)[C@@H]([C@]3(C)[C@@H](CC2)C(C)(C)C(C2C=CC([C:28](OC)=[O:29])=CC=2)=CC3)CC1.CN(C)CCC([NH:47][C@:48]12[CH2:82][CH2:81][C@@H:80]([C:83]([CH3:85])=[CH2:84])[C@@H:49]1[C@@H:50]1[C@@:63]([CH3:66])([CH2:64][CH2:65]2)[C@@:62]2([CH3:67])[C@@H:53]([C@:54]3([CH3:79])[C@@H:59]([CH2:60][CH2:61]2)[C:58]([CH3:69])([CH3:68])[C:57]([C:70]2[CH:78]=[CH:77][C:73]([C:74]([OH:76])=[O:75])=[CH:72][CH:71]=2)=[CH:56][CH2:55]3)[CH2:52][CH2:51]1)=O.[Cl:87][C:88]1[CH:102]=[CH:101][C:91]2OC[C:94](=[O:100])[N:95]([CH2:96][C:97]([OH:99])=O)[C:90]=2[CH:89]=1. No catalyst specified. The product is [Cl:87][C:88]1[CH:102]=[CH:101][C:91]2[CH2:28][O:29][C:94](=[O:100])[N:95]([CH2:96][C:97]([NH:47][C@:48]34[CH2:82][CH2:81][C@@H:80]([C:83]([CH3:85])=[CH2:84])[C@@H:49]3[C@@H:50]3[C@@:63]([CH3:66])([CH2:64][CH2:65]4)[C@@:62]4([CH3:67])[C@@H:53]([C@:54]5([CH3:79])[C@@H:59]([CH2:60][CH2:61]4)[C:58]([CH3:69])([CH3:68])[C:57]([C:70]4[CH:71]=[CH:72][C:73]([C:74]([OH:76])=[O:75])=[CH:77][CH:78]=4)=[CH:56][CH2:55]5)[CH2:52][CH2:51]3)=[O:99])[C:90]=2[CH:89]=1. The yield is 0.360. (9) The reactants are [NH2:1][C:2]1[N:7]=[N:6][C:5]([N:8]2[CH2:13][CH2:12][N:11]([C:14]([C:16]3[CH:21]=[CH:20][CH:19]=[CH:18][C:17]=3[C:22]([F:25])([F:24])[F:23])=[O:15])[CH2:10][CH2:9]2)=[CH:4][CH:3]=1.[C:26]([N:33]1[CH:37]=[CH:36]N=C1)(N1C=CN=C1)=[O:27].[CH:38]1([CH2:41]CCN)[CH2:40][CH2:39]1. The catalyst is ClCCl. The product is [CH:38]1([CH2:41][CH2:36][CH2:37][NH:33][C:26]([NH:1][C:2]2[N:7]=[N:6][C:5]([N:8]3[CH2:9][CH2:10][N:11]([C:14](=[O:15])[C:16]4[CH:21]=[CH:20][CH:19]=[CH:18][C:17]=4[C:22]([F:25])([F:24])[F:23])[CH2:12][CH2:13]3)=[CH:4][CH:3]=2)=[O:27])[CH2:40][CH2:39]1. The yield is 0.0850. (10) The reactants are N(C(N1CCCCC1)=O)=NC(N1CCCCC1)=O.[Cl:19][C:20]1[CH:39]=[CH:38][C:23]([NH:24][C:25]2[C:34]3[C:29](=[CH:30][C:31]([OH:37])=[C:32]([O:35][CH3:36])[CH:33]=3)[N:28]=[CH:27][N:26]=2)=[C:22]([F:40])[CH:21]=1.C(P(CCCC)CCCC)CCC.O[CH2:55][CH2:56][CH2:57][C:58]1[CH:63]=[CH:62][N:61]=[CH:60][CH:59]=1.C(O)(=O)C. The catalyst is C(Cl)Cl. The product is [ClH:19].[Cl:19][C:20]1[CH:39]=[CH:38][C:23]([NH:24][C:25]2[C:34]3[C:29](=[CH:30][C:31]([O:37][CH2:55][CH2:56][CH2:57][C:58]4[CH:63]=[CH:62][N:61]=[CH:60][CH:59]=4)=[C:32]([O:35][CH3:36])[CH:33]=3)[N:28]=[CH:27][N:26]=2)=[C:22]([F:40])[CH:21]=1. The yield is 0.730.